From a dataset of Drug-target binding data from BindingDB using Ki measurements. Regression. Given a target protein amino acid sequence and a drug SMILES string, predict the binding affinity score between them. We predict pKi (pKi = -log10(Ki in M); higher means stronger inhibition). Dataset: bindingdb_ki. (1) The compound is CC[C@H](C)[C@H](NC(=O)[C@H](Cc1ccc(O)cc1)NC(=O)[C@H](Cc1cnc[nH]1)NC(=O)[C@H](CCCN=C(N)N)NC(=O)[C@H](CC(C)C)NC(=O)[C@H](C)NC(=O)[C@H](CO)NC(=O)[C@H](Cc1ccc(O)cc1)NC(=O)[C@H](Cc1ccc(O)cc1)NC(=O)[C@H](CCCN=C(N)N)NC(=O)[C@H](C)NC(=O)[C@H](CC(C)C)NC(=O)[C@H](CC(=O)O)NC(=O)[C@H](CCC(=O)O)NC(=O)[C@H](C)NC(=O)[C@@H]1CCCN1)C(=O)N[C@@H](CC(N)=O)C(=O)N[C@@H](CC(C)C)C(=O)N[C@H](C(=O)N[C@H](C(=O)N[C@@H](CCCN=C(N)N)C(=O)N[C@@H](CCC(N)=O)C(=O)N[C@@H](CCCN=C(N)N)C(=O)N[C@@H](Cc1ccc(O)cc1)C(N)=O)[C@@H](C)O)[C@@H](C)CC. The target protein sequence is MGPINAEADENQTVEEMKMEPYGPGQPTPRGELAPDPEPELIDSTKLIEVQVVLILAYCSIILLGVIGNSLVIHVVIKFKSMRTVTNFFIANLAVADLLVNTLCLPFTLTYTLMGEWKMGPVLCHLVPYAQGLAVQVSTITLTVIALDRHRCIVYHLESKISKRISFLIIGLAWGISALLASPLAIFREYSLIEIIPDFEIVACTEKWPGEEKSIYSTIYSLSSLLILYVLPLGIISFSYTRIWSKLKNHISPGTASDHYHQRRQKTTKMLVCVVVVFAVSWLPLHAFQLAVDIDSQVLDLKEYKLIFTVFHIIAMCSTFANPLLYGWMNSNYRKAFLSAFRCEQRMDAIHSEVSVTFKAKKNLEVKKNNGPHDSFTEATNV. The pKi is 8.3. (2) The compound is CN1CCC(=C2c3cc(Cl)ccc3CCn3cccc32)CC1. The target protein (P18130) has sequence MVFLSGNASDSSNCTHPPPPVNISKAILLGVILGGLILFGVLGNILVILSVACHRHLHSVTHYYIVNLAVADLLLTSTVLPFSAIFEILGYWAFGRVFCNVWAAVDVLCCTASIMGLCIISIDRYIGVSYPLRYPTIVTQKRGLMALLCVWALSLVISIGPLFGWRQPAPEDETICQINEEPGYVLFSALGSFYVPLTIILVMYCRVYVVAKRESRGLKSGLKTDKSDSEQVTLRIHRKNAQVGGSGVTSAKNKTHFSVRLLKFSREKKAAKTLGIVVGCFVLCWLPFFLVMPIGSFFPDFRPSETVFKIAFWLGYLNSCINPIIYPCSSQEFKKAFQNVLRIQCLRRKQSSKHTLGYTLHAPSHVLEGQHKDLVRIPVGSAETFYKISKTDGVCEWKIFSSLPRGSARMAVARDPSACTTARVRSKSFLQVCCCLGPSTPSHGENHQIPTIKIHTISLSENGEEV. The pKi is 7.1. (3) The drug is COC(=O)[C@H]1[C@@H](O)CC[C@H]2CN3CCc4c([nH]c5ccccc45)[C@@H]3C[C@@H]21. The target protein (O08892) has sequence MGNPEASCTPPAVLGSQTGLPHANVSAPPNNCSAPSHIYQDSIALPWKVLLVVLLALITLATTLSNAFVIATVYRTRKLHTPANYLIASLAFTDLLVSILVMPISTMYTVTGRWTLGQALCDFWLSSDITCCTASIMHLCVIALDRYWAITDAVGYSAKRTPRRAAGMIALVWVFSICISLPPFFWRQAKAEEEVLDCLVNTDHVLYTVYSTGGAFYLPTLLLIALYGRIYVEARSRILKQTPNKTGKRLTRAQLITDSPGSTSSVTSINSRAPEVPCDSGSPVYVNQVKVRVSDALLEKKKLMAARERKATKTLGVILGAFIVCWLPFFIISLVMPICKDACWFHMAIFDFFTWLGYLNSLINPIIYTMSNEDFKQAFHKLIRFKCTT. The pKi is 7.3. (4) The small molecule is CS(=O)(=O)N[C@H](CSCc1ccccc1)C(=O)N[C@H](C=O)Cc1ccccc1. The target protein (P17655) has sequence MAGIAAKLAKDREAAEGLGSHDRAIKYLNQDYEALRNECLEAGTLFQDPSFPAIPSALGFKELGPYSSKTRGIEWKRPTEICADPQFIIGGATRTDICQGALGDCWLLAAIASLTLNEEILARVVPLNQSFQENYAGIFHFQFWQYGEWVEVVVDDRLPTKDGELLFVHSAEGSEFWSALLEKAYAKINGCYEALSGGATTEGFEDFTGGIAEWYELKKPPPNLFKIIQKALQKGSLLGCSIDITSAADSEAITFQKLVKGHAYSVTGAEEVESNGSLQKLIRIRNPWGEVEWTGRWNDNCPSWNTIDPEERERLTRRHEDGEFWMSFSDFLRHYSRLEICNLTPDTLTSDTYKKWKLTKMDGNWRRGSTAGGCRNYPNTFWMNPQYLIKLEEEDEDEEDGESGCTFLVGLIQKHRRRQRKMGEDMHTIGFGIYEVPEELSGQTNIHLSKNFFLTNRARERSDTFINLREVLNRFKLPPGEYILVPSTFEPNKDGDFCIR.... The pKi is 8.2.